Dataset: Peptide-MHC class II binding affinity with 134,281 pairs from IEDB. Task: Regression. Given a peptide amino acid sequence and an MHC pseudo amino acid sequence, predict their binding affinity value. This is MHC class II binding data. (1) The peptide sequence is KMIGGIGGFIKVRQYDQISI. The MHC is HLA-DPA10201-DPB10101 with pseudo-sequence HLA-DPA10201-DPB10101. The binding affinity (normalized) is 0.375. (2) The peptide sequence is GEPLSYTRFSLARQV. The MHC is HLA-DQA10401-DQB10402 with pseudo-sequence HLA-DQA10401-DQB10402. The binding affinity (normalized) is 0.388. (3) The binding affinity (normalized) is 0.195. The peptide sequence is PRRWLRFCNPELSEI. The MHC is HLA-DPA10201-DPB10101 with pseudo-sequence HLA-DPA10201-DPB10101.